Dataset: Full USPTO retrosynthesis dataset with 1.9M reactions from patents (1976-2016). Task: Predict the reactants needed to synthesize the given product. The reactants are: [Cl:1][C:2]1[CH:7]=[C:6]([Cl:8])[CH:5]=[CH:4][C:3]=1[C:9]1[N:10]=[C:11](/[CH:14]=[CH:15]/[C:16]2[CH:21]=[CH:20][C:19]([C:22]3[CH:27]=[CH:26][C:25]([O:28][CH3:29])=[CH:24][CH:23]=3)=[CH:18][CH:17]=2)[NH:12][CH:13]=1.Br[CH2:31][CH2:32][CH:33]([CH3:35])[CH3:34].BrC[CH2:38][CH2:39][C:40]([O:42]C)=[O:41]. Given the product [Cl:1][C:2]1[CH:7]=[C:6]([Cl:8])[CH:5]=[CH:4][C:3]=1[C:9]1[N:10]=[C:11](/[CH:14]=[CH:15]/[C:16]2[CH:21]=[CH:20][C:19]([C:22]3[CH:23]=[CH:24][C:25]([O:28][CH2:29][CH2:38][CH2:39][C:40]([OH:42])=[O:41])=[CH:26][CH:27]=3)=[CH:18][CH:17]=2)[N:12]([CH2:31][CH2:32][CH:33]([CH3:35])[CH3:34])[CH:13]=1, predict the reactants needed to synthesize it.